Regression. Given a target protein amino acid sequence and a drug SMILES string, predict the binding affinity score between them. We predict pIC50 (pIC50 = -log10(IC50 in M); higher means more potent). Dataset: bindingdb_ic50. From a dataset of Drug-target binding data from BindingDB using IC50 measurements. (1) The drug is Cc1ccc(F)c(C(=O)n2nc(Nc3ccc(S(N)(=O)=O)cc3)nc2N)c1F. The target is XTSFAESXKPVQQPSAFGS. The pIC50 is 7.5. (2) The small molecule is COc1ccc2c(c1)oc1c(Nc3ccc(F)c(Cl)c3)ncnc12. The target protein (Q63470) has sequence MHTGGETSACKPSSVRLAPSFSFHAAGLQMAAQMPHSHQYSDRRQPNISDQQVSALSYSDQIQQPLTNQVMPDIVMLQRRMPQTFRDPATAPLRKLSVDLIKTYKHINEVYYAKKKRRHQQGQGDDSSHKKERKVYNDGYDDDNYDYIVKNGEKWMDRYEIDSLIGKGSFGQVVKAYDRVEQEWVAIKIIKNKKAFLNQAQIEVRLLELMNKHDTEMKYYIVHLKRHFMFRNHLCLVFEMLSYNLYDLLRNTNFRGVSLNLTRKFAQQMCTALLFLATPELSIIHCDLKPENILLCNPKRSAIKIVDFGSSCQLGQRIYQYIQSRFYRSPEVLLGMPYDLAIDMWSLGCILVEMHTGEPLFSGANEVDQMNKIVEVLGIPPAHILDQAPKARKFFEKLPDGTWSLKKTKDGKREYKPPGTRKLHNILGVETGGPGGRRAGESGHTVADYLKFKDLILRMLDYDPKTRIQPYYALQHSFFKKTADEGTNTSNSVSTSPAME.... The pIC50 is 5.0. (3) The compound is O=c1cc(O)n(CCc2cc(Cl)cc(Cl)c2)c(=O)n1C1CCCC1. The target protein (P15381) has sequence MLRALVQPATPAYQPLPSHLSAETESTCKGTVVHEAQLNHFYISPGGSNYGSPRPAHANMNANAAAGLAPEHIPTPGAALSWQAAIDAARQAKLMGSAGNATISTVSSTQRKRQQYGKPKKQGSTTATRPPRALLCLTLKNPIRRACISIVEWKPFEIIILLTIFANCVALAIYIPFPEDDSNATNSNLERVEYLFLIIFTVEAFLKVIAYGLLFHPNAYLRNGWNLLDFIIVVVGLFSAILEQATKADGANALGGKGAGFDVKALRAFRVLRPLRLVSGVPSLQVVLNSIIKAMVPLLHIALLVLFVIIIYAIIGLELFMGKMHKTCYNQEGVADVPAEDDPSPCALETGHGRQCQNGTVCKPGWDGPKHGITNFDNFAFAMLTVFQCITMEGWTDVLYWMQDAMGYELPWVYFVSLVIFGSFFVLNLVLGVLSGEFSKEREKAKARGDFQKLREKQQLEEDLKGYLDWITQAEDIDPENEDEGMDEEKPRNMSMPTSE.... The pIC50 is 5.5. (4) The small molecule is CC12CCC(=O)C=C1CCC1C2CCC2(C)C(C(=O)COS(=O)(=O)c3ccc(Br)cc3)CCC12. The target protein sequence is MRVLVVEDNALLRHHLKVQLQDSGHQVDAAEDAREADYYLNEHLPDIAIVDLGLPDEDGLSLIRRWRSSDVSLPVLVLTAREGWQDKVEVLSSGADDYVTKPFHIEEVMARMQALMRRNSGLASQVINIPPFQVDLSRRELSVNEEVIKLTAFEYTIMETLIRNNGKVVSKDSLMLQLYPDAELRESHTIDVLMGRLRKKIQAQYPHDVITTV. The pIC50 is 4.8. (5) The compound is NC1=NC(c2ccc(Oc3ccccc3)cc2)N(c2ccc(Cl)cc2)C(N)=N1. The target protein (P13922) has sequence MMEQVCDVFDIYAICACCKVESKNEGKKNEVFNNYTFRGLGNKGVLPWKCNSLDMKYFRAVTTYVNESKYEKLKYKRCKYLNKETVDNVNDMPNSKKLQNVVVMGRTNWESIPKKFKPLSNRINVILSRTLKKEDFDEDVYIINKVEDLIVLLGKLNYYKCFIIGGSVVYQEFLEKKLIKKIYFTRINSTYECDVFFPEINENEYQIISVSDVYTSNNTTLDFIIYKKTNNKMLNEQNCIKGEEKNNDMPLKNDDKDTCHMKKLTEFYKNVDKYKINYENDDDDEEEDDFVYFNFNKEKEEKNKNSIHPNDFQIYNSLKYKYHPEYQYLNIIYDIMMNGNKQSDRTGVGVLSKFGYIMKFDLSQYFPLLTTKKLFLRGIIEELLWFIRGETNGNTLLNKNVRIWEANGTREFLDNRKLFHREVNDLGPIYGFQWRHFGAEYTNMYDNYENKGVDQLKNIINLIKNDPTSRRILLCAWNVKDLDQMALPPCHILCQFYVFD.... The pIC50 is 6.9.